This data is from Full USPTO retrosynthesis dataset with 1.9M reactions from patents (1976-2016). The task is: Predict the reactants needed to synthesize the given product. Given the product [Cl:27][C:28]1[CH:33]=[CH:32][C:31]([S:34][C:8]2[NH:12][C:11]([C:13]3[CH:18]=[CH:17][CH:16]=[CH:15][CH:14]=3)=[N:10][C:9]=2[C:19]2[CH:26]=[CH:25][C:22]([C:23]#[N:24])=[CH:21][CH:20]=2)=[CH:30][CH:29]=1, predict the reactants needed to synthesize it. The reactants are: C([O-])([O-])=O.[K+].[K+].I[C:8]1[NH:12][C:11]([C:13]2[CH:18]=[CH:17][CH:16]=[CH:15][CH:14]=2)=[N:10][C:9]=1[C:19]1[CH:26]=[CH:25][C:22]([C:23]#[N:24])=[CH:21][CH:20]=1.[Cl:27][C:28]1[CH:33]=[CH:32][C:31]([SH:34])=[CH:30][CH:29]=1.C(O)CO.